Dataset: Full USPTO retrosynthesis dataset with 1.9M reactions from patents (1976-2016). Task: Predict the reactants needed to synthesize the given product. Given the product [CH2:37]([C:27]1[C:28]2[C:29](=[O:36])[CH2:30][C:31]([CH3:35])([CH3:34])[CH2:32][C:33]=2[N:25]([C:23]2[CH:22]=[CH:21][C:17]([C:18]([NH2:20])=[O:19])=[C:16]([NH:15][C@H:10]3[CH2:11][CH2:12][CH2:13][CH2:14][C@@H:9]3[OH:8])[CH:24]=2)[N:26]=1)[CH3:38], predict the reactants needed to synthesize it. The reactants are: C([O:8][C@H:9]1[CH2:14][CH2:13][CH2:12][CH2:11][C@@H:10]1[NH:15][C:16]1[CH:24]=[C:23]([N:25]2[C:33]3[CH2:32][C:31]([CH3:35])([CH3:34])[CH2:30][C:29](=[O:36])[C:28]=3[C:27]([CH2:37][CH3:38])=[N:26]2)[CH:22]=[CH:21][C:17]=1[C:18]([NH2:20])=[O:19])C1C=CC=CC=1.